Dataset: Forward reaction prediction with 1.9M reactions from USPTO patents (1976-2016). Task: Predict the product of the given reaction. (1) Given the reactants [F:1][C:2]1[CH:3]=[C:4]([CH:19]=[CH:20][C:21]=1[N+:22]([O-])=O)[C:5]([NH:7][CH2:8][C:9]([O:11]CC1C=CC=CC=1)=[O:10])=[O:6], predict the reaction product. The product is: [NH2:22][C:21]1[CH:20]=[CH:19][C:4]([C:5]([NH:7][CH2:8][C:9]([OH:11])=[O:10])=[O:6])=[CH:3][C:2]=1[F:1]. (2) The product is: [CH3:20][O:19][C:9]1[N:10]=[C:11]2[CH:18]=[CH:17][CH:16]=[CH:15][N:12]2[C:13](=[O:14])[C:8]=1[C:5]1[CH:6]=[CH:7][C:2]([NH:43][CH:44]2[CH2:48][CH2:47][N:46]([C:49]([O:51][C:52]([CH3:55])([CH3:54])[CH3:53])=[O:50])[CH2:45]2)=[CH:3][CH:4]=1. Given the reactants Cl[C:2]1[CH:7]=[CH:6][C:5]([C:8]2[C:13](=[O:14])[N:12]3[CH:15]=[CH:16][CH:17]=[CH:18][C:11]3=[N:10][C:9]=2[O:19][CH3:20])=[CH:4][CH:3]=1.C(C1N=C2C=CC=CN2C(=O)C=1C1C=CC(Cl)=CC=1)CCC.[NH2:43][CH:44]1[CH2:48][CH2:47][N:46]([C:49]([O:51][C:52]([CH3:55])([CH3:54])[CH3:53])=[O:50])[CH2:45]1.NC1CCCN(C(OC(C)(C)C)=O)C1, predict the reaction product. (3) Given the reactants [O:1]=[C:2]1[C:7]([C:8]#[N:9])=[C:6]([C:10]2[S:11][CH:12]=[CH:13][CH:14]=2)[CH:5]=[CH:4][NH:3]1.Br[CH2:16][CH2:17][CH:18]([CH3:20])[CH3:19], predict the reaction product. The product is: [CH2:16]([N:3]1[CH:4]=[CH:5][C:6]([C:10]2[S:11][CH:12]=[CH:13][CH:14]=2)=[C:7]([C:8]#[N:9])[C:2]1=[O:1])[CH2:17][CH:18]([CH3:20])[CH3:19]. (4) The product is: [NH:1]1[C:9]2[C:4](=[CH:5][CH:6]=[C:7](/[CH:10]=[CH:11]/[C:12](=[O:17])[CH2:13][C:14](=[O:16])/[CH:15]=[CH:24]/[C:23]3[CH:26]=[CH:27][C:28]([CH2:30][N:31]4[CH2:36][CH2:35][N:34]([CH3:37])[CH2:33][CH2:32]4)=[CH:29][C:22]=3[O:21][CH3:20])[CH:8]=2)[CH:3]=[CH:2]1. Given the reactants [NH:1]1[C:9]2[C:4](=[CH:5][CH:6]=[C:7](/[CH:10]=[CH:11]/[C:12](=[O:17])[CH2:13][C:14](=[O:16])[CH3:15])[CH:8]=2)[CH:3]=[CH:2]1.[B]=O.[CH3:20][O:21][C:22]1[CH:29]=[C:28]([CH2:30][N:31]2[CH2:36][CH2:35][N:34]([CH3:37])[CH2:33][CH2:32]2)[CH:27]=[CH:26][C:23]=1[CH:24]=O.N1CCCCC1.C([O-])([O-])=O.[K+].[K+], predict the reaction product.